Dataset: Experimentally validated miRNA-target interactions with 360,000+ pairs, plus equal number of negative samples. Task: Binary Classification. Given a miRNA mature sequence and a target amino acid sequence, predict their likelihood of interaction. The miRNA is mmu-miR-467b-3p with sequence AUAUACAUACACACACCAACAC. The protein sequence of the target gene is MARENGESSSSWKKQAEDIKKIFEFKETLGTGAFSEVVLAEEKATGKLFAVKCIPKKALKGKESSIENEIAVLRKIKHENIVALEDIYESPNHLYLVMQLVSGGELFDRIVEKGFYTEKDASTLIRQVLDAVYYLHRMGIVHRDLKPENLLYYSQDEESKIMISDFGLSKMEGKGDVMSTACGTPGYVAPEVLAQKPYSKAVDCWSIGVIAYILLCGYPPFYDENDSKLFEQILKAEYEFDSPYWDDISDSAKDFIRNLMEKDPNKRYTCEQAARHPWIAGDTALNKNIHESVSAQIRKN.... Result: 0 (no interaction).